The task is: Predict the product of the given reaction.. This data is from Forward reaction prediction with 1.9M reactions from USPTO patents (1976-2016). (1) Given the reactants [C:1]([C:3]1[CH:4]=[C:5]([S:10](Cl)(=[O:12])=[O:11])[CH:6]=[CH:7][C:8]=1[F:9])#[N:2].[F:14][C:15]1[CH:16]=[CH:17][C:18]([NH2:21])=[N:19][CH:20]=1.N1C=CC=CC=1, predict the reaction product. The product is: [C:1]([C:3]1[CH:4]=[C:5]([S:10]([NH:21][C:18]2[CH:17]=[CH:16][C:15]([F:14])=[CH:20][N:19]=2)(=[O:12])=[O:11])[CH:6]=[CH:7][C:8]=1[F:9])#[N:2]. (2) Given the reactants CS(O[CH2:6][CH2:7][O:8][C:9]1[CH:14]=[CH:13][C:12]([C:15]#[C:16][C:17]2[C:22]([F:23])=[CH:21][C:20]([C:24]3[CH:29]=[CH:28][C:27]([Cl:30])=[CH:26][CH:25]=3)=[CH:19][N:18]=2)=[CH:11][C:10]=1[CH3:31])(=O)=O.[NH:32]1[CH2:36][CH2:35][CH2:34][C@H:33]1[C:37]1([OH:40])[CH2:39][CH2:38]1, predict the reaction product. The product is: [Cl:30][C:27]1[CH:26]=[CH:25][C:24]([C:20]2[CH:21]=[C:22]([F:23])[C:17]([C:16]#[C:15][C:12]3[CH:13]=[CH:14][C:9]([O:8][CH2:7][CH2:6][N:32]4[CH2:36][CH2:35][CH2:34][C@H:33]4[C:37]4([OH:40])[CH2:39][CH2:38]4)=[C:10]([CH3:31])[CH:11]=3)=[N:18][CH:19]=2)=[CH:29][CH:28]=1. (3) Given the reactants [C:1]([C:3]1[C:4]([C:9]2[CH:14]=[CH:13][CH:12]=[CH:11][CH:10]=2)=[N:5][O:6][C:7]=1[CH3:8])#[CH:2].[Cl:15][C:16]1[CH:21]=[CH:20][CH:19]=[C:18](I)[N:17]=1, predict the reaction product. The product is: [Cl:15][C:16]1[CH:21]=[CH:20][CH:19]=[C:18]([C:2]#[C:1][C:3]2[C:4]([C:9]3[CH:14]=[CH:13][CH:12]=[CH:11][CH:10]=3)=[N:5][O:6][C:7]=2[CH3:8])[N:17]=1. (4) Given the reactants [Br:1][C:2]1[C:3]([NH:9][CH:10]2[CH2:14][CH2:13][CH2:12][CH2:11]2)=[N:4][C:5]([Cl:8])=[N:6][CH:7]=1.[H-].[Na+].[CH3:17]I, predict the reaction product. The product is: [Br:1][C:2]1[C:3]([N:9]([CH:10]2[CH2:14][CH2:13][CH2:12][CH2:11]2)[CH3:17])=[N:4][C:5]([Cl:8])=[N:6][CH:7]=1. (5) Given the reactants [CH3:1][O:2][C:3]1[CH:8]=[CH:7][C:6]([CH2:9][C:10]#[N:11])=[C:5]([CH3:12])[CH:4]=1.[ClH:13].[H][H], predict the reaction product. The product is: [ClH:13].[CH3:1][O:2][C:3]1[CH:8]=[CH:7][C:6]([CH2:9][CH2:10][NH2:11])=[C:5]([CH3:12])[CH:4]=1. (6) Given the reactants [CH3:1][C:2]1([CH3:14])[C:11]2[C:6](=[CH:7][CH:8]=[C:9]([CH:12]=[O:13])[CH:10]=2)[S:5][CH2:4][CH2:3]1.C1C=C(Cl)C=C(C(OO)=[O:23])C=1, predict the reaction product. The product is: [CH3:1][C:2]1([CH3:14])[C:11]2[C:6](=[CH:7][CH:8]=[C:9]([CH:12]=[O:13])[CH:10]=2)[S:5](=[O:23])[CH2:4][CH2:3]1. (7) Given the reactants [F:1][CH:2]([F:12])[O:3][C:4]1[CH:11]=[CH:10][C:7]([CH2:8][NH2:9])=[CH:6][CH:5]=1.C[O:14][C:15](=O)[C:16]1[C:21]([I:22])=[CH:20][C:19]([F:23])=[CH:18][C:17]=1[CH2:24]Br.C([O-])([O-])=O.[K+].[K+], predict the reaction product. The product is: [F:23][C:19]1[CH:18]=[C:17]2[C:16](=[C:21]([I:22])[CH:20]=1)[C:15](=[O:14])[N:9]([CH2:8][C:7]1[CH:6]=[CH:5][C:4]([O:3][CH:2]([F:12])[F:1])=[CH:11][CH:10]=1)[CH2:24]2. (8) Given the reactants [F:1][C:2]1([F:18])[CH2:7][CH2:6][CH:5]([C:8]2[S:9][CH:10]=[C:11]([C:13](OCC)=[O:14])[N:12]=2)[CH2:4][CH2:3]1.[Li+].[BH4-].CO, predict the reaction product. The product is: [F:18][C:2]1([F:1])[CH2:3][CH2:4][CH:5]([C:8]2[S:9][CH:10]=[C:11]([CH2:13][OH:14])[N:12]=2)[CH2:6][CH2:7]1. (9) The product is: [C:1]([SiH2:5][O:6][C:7]([CH3:17])([CH3:16])[C:8]1[N:13]=[C:12]([CH:14]([OH:15])[CH2:18][CH3:19])[CH:11]=[CH:10][CH:9]=1)([CH3:4])([CH3:2])[CH3:3]. Given the reactants [C:1]([SiH2:5][O:6][C:7]([CH3:17])([CH3:16])[C:8]1[N:13]=[C:12]([CH:14]=[O:15])[CH:11]=[CH:10][CH:9]=1)([CH3:4])([CH3:3])[CH3:2].[CH2:18]([Mg]Cl)[CH3:19], predict the reaction product.